From a dataset of NCI-60 drug combinations with 297,098 pairs across 59 cell lines. Regression. Given two drug SMILES strings and cell line genomic features, predict the synergy score measuring deviation from expected non-interaction effect. Synergy scores: CSS=19.6, Synergy_ZIP=-12.2, Synergy_Bliss=-5.60, Synergy_Loewe=-3.34, Synergy_HSA=-0.0913. Drug 2: C1=CC(=CC=C1CC(C(=O)O)N)N(CCCl)CCCl.Cl. Cell line: MCF7. Drug 1: C1CN1C2=NC(=NC(=N2)N3CC3)N4CC4.